This data is from Full USPTO retrosynthesis dataset with 1.9M reactions from patents (1976-2016). The task is: Predict the reactants needed to synthesize the given product. (1) Given the product [C:13]1([C@@H:2]([NH2:1])[CH2:3][NH:4][CH2:5][CH:7]2[CH2:12][CH2:11][O:10][CH2:9][CH2:8]2)[CH:14]=[CH:15][CH:16]=[CH:17][CH:18]=1, predict the reactants needed to synthesize it. The reactants are: [NH2:1][C@H:2]([C:13]1[CH:18]=[CH:17][CH:16]=[CH:15][CH:14]=1)[CH2:3][NH:4][C:5]([CH:7]1[CH2:12][CH2:11][O:10][CH2:9][CH2:8]1)=O.B.C1COCC1.CO. (2) The reactants are: [N:1]1([CH2:6][CH:7]2[CH2:12][CH2:11][CH:10]([CH2:13]O)[CH2:9][CH2:8]2)[CH:5]=[CH:4][CH:3]=[N:2]1.[Cl:15][C:16]1[N:21]=[CH:20][N:19]=[C:18]2[NH:22][N:23]=[CH:24][C:17]=12.C1C=CC(P(C2C=CC=CC=2)C2C=CC=CC=2)=CC=1.N(/C(OC(C)C)=O)=N\C(OC(C)C)=O. Given the product [N:1]1([CH2:6][CH:7]2[CH2:12][CH2:11][CH:10]([CH2:13][N:23]3[CH:24]=[C:17]4[C:18]([N:19]=[CH:20][N:21]=[C:16]4[Cl:15])=[N:22]3)[CH2:9][CH2:8]2)[CH:5]=[CH:4][CH:3]=[N:2]1, predict the reactants needed to synthesize it. (3) Given the product [CH2:24]([O:23][C:17]1[CH:16]=[C:15]([C:14]2[CH2:2][C:1](=[O:3])[C:4]3[C:5](=[CH:6][C:7]4[O:11][CH2:10][O:9][C:8]=4[CH:12]=3)[N:13]=2)[CH:20]=[C:19]([O:21][CH3:22])[CH:18]=1)[C:25]1[CH:26]=[CH:27][CH:28]=[CH:29][CH:30]=1, predict the reactants needed to synthesize it. The reactants are: [C:1]([C:4]1[C:5]([NH:13][C:14](=O)[C:15]2[CH:20]=[C:19]([O:21][CH3:22])[CH:18]=[C:17]([O:23][CH2:24][C:25]3[CH:30]=[CH:29][CH:28]=[CH:27][CH:26]=3)[CH:16]=2)=[CH:6][C:7]2[O:11][CH2:10][O:9][C:8]=2[CH:12]=1)(=[O:3])[CH3:2].[OH-].[Na+].